This data is from Full USPTO retrosynthesis dataset with 1.9M reactions from patents (1976-2016). The task is: Predict the reactants needed to synthesize the given product. (1) The reactants are: [CH:1]1([CH2:5][OH:6])[CH2:4][CH2:3][CH2:2]1.[Na].[Br:8][C:9]1[C:10]([CH3:16])=[CH:11][C:12](Cl)=[N:13][CH:14]=1.Cl. Given the product [Br:8][C:9]1[C:10]([CH3:16])=[CH:11][C:12]([O:6][CH2:5][CH:1]2[CH2:4][CH2:3][CH2:2]2)=[N:13][CH:14]=1, predict the reactants needed to synthesize it. (2) Given the product [N:1]1([CH2:13][C:14]([O:16][CH3:17])=[O:15])[C:9]2[C:4](=[CH:5][CH:6]=[CH:7][CH:8]=2)[CH:3]=[N:2]1, predict the reactants needed to synthesize it. The reactants are: [NH:1]1[C:9]2[C:4](=[CH:5][CH:6]=[CH:7][CH:8]=2)[CH:3]=[N:2]1.[H-].[Na+].Br[CH2:13][C:14]([O:16][CH3:17])=[O:15]. (3) Given the product [C:3]1(=[CH:1][CH2:2][CH2:12][C:11](=[O:10])[CH3:13])[CH2:7][CH2:6][CH2:5][CH2:4]1, predict the reactants needed to synthesize it. The reactants are: [CH:1]([C:3]1(O)[CH2:7][CH2:6][CH2:5][CH2:4]1)=[CH2:2].C[O:10][C:11]([CH3:13])=[CH2:12].OP(O)(O)=O.N#N. (4) Given the product [N:36]1[CH:37]=[CH:38][CH:39]=[C:34]([C:11]2[NH:10][C:14]3=[N:15][CH:16]=[CH:17][C:18]([C:19]4[CH:20]=[CH:21][C:22]([O:27][CH:28]5[CH2:33][CH2:32][O:31][CH2:30][CH2:29]5)=[C:23]([CH:26]=4)[C:24]#[N:25])=[C:13]3[CH:12]=2)[CH:35]=1, predict the reactants needed to synthesize it. The reactants are: C1(S([N:10]2[C:14]3=[N:15][CH:16]=[CH:17][C:18]([C:19]4[CH:20]=[CH:21][C:22]([O:27][CH:28]5[CH2:33][CH2:32][O:31][CH2:30][CH2:29]5)=[C:23]([CH:26]=4)[C:24]#[N:25])=[C:13]3[CH:12]=[C:11]2[C:34]2[CH:35]=[N:36][CH:37]=[CH:38][CH:39]=2)(=O)=O)C=CC=CC=1.C(=O)([O-])[O-].[Cs+].[Cs+].FC(F)(F)CO. (5) Given the product [NH:3]1[CH:4]=[CH:5][N:1]=[C:2]1[C:6]1[C:7]([O:24][CH3:25])=[CH:8][C:9]([CH:21]([CH3:23])[CH3:22])=[C:10]([CH:20]=1)[O:11][C:12]1[C:13]([NH2:19])=[N:14][C:15]([NH2:18])=[N:16][CH:17]=1, predict the reactants needed to synthesize it. The reactants are: [NH:1]1[CH2:5][CH2:4][N:3]=[C:2]1[C:6]1[C:7]([O:24][CH3:25])=[CH:8][C:9]([CH:21]([CH3:23])[CH3:22])=[C:10]([CH:20]=1)[O:11][C:12]1[C:13]([NH2:19])=[N:14][C:15]([NH2:18])=[N:16][CH:17]=1.[Mn]([O-])([O-])(=O)=O.[Ba+2]. (6) Given the product [F:26][C:23]1[CH:22]=[CH:21][C:20]([CH2:19][O:18][C:13]2[CH:14]=[C:15]3[C:10](=[CH:11][CH:12]=2)[C:9](=[O:27])[N:8]([C:5]([CH3:6])([CH3:7])[C:4]([OH:28])=[O:3])[CH2:17][CH2:16]3)=[CH:25][CH:24]=1, predict the reactants needed to synthesize it. The reactants are: C([O:3][C:4](=[O:28])[C:5]([N:8]1[CH2:17][CH2:16][C:15]2[C:10](=[CH:11][CH:12]=[C:13]([O:18][CH2:19][C:20]3[CH:25]=[CH:24][C:23]([F:26])=[CH:22][CH:21]=3)[CH:14]=2)[C:9]1=[O:27])([CH3:7])[CH3:6])C.[OH-].[Li+].